From a dataset of Forward reaction prediction with 1.9M reactions from USPTO patents (1976-2016). Predict the product of the given reaction. (1) Given the reactants [CH3:1][C:2]([CH2:4][C:5]([NH2:8])([CH3:7])[CH3:6])=[O:3].C(O)(C(O)=O)=O.O=[CH:16][CH2:17][CH2:18][C:19]([O:21][CH3:22])=[O:20], predict the reaction product. The product is: [CH3:6][C:5]1([CH3:7])[NH:8][CH:16]([CH2:17][CH2:18][C:19]([O:21][CH3:22])=[O:20])[CH2:1][C:2](=[O:3])[CH2:4]1. (2) Given the reactants C[Si](C)(C)[CH2:3][CH2:4][O:5][C:6]([O:8]N1C(=O)CCC1=O)=O.[CH2:18]([N:25]1[CH2:29][C@@H:28]([C:30]2[CH:35]=[CH:34][CH:33]=[C:32]([F:36])[CH:31]=2)[C@H:27]([NH2:37])[CH2:26]1)[C:19]1[CH:24]=[CH:23][CH:22]=[CH:21][CH:20]=1.[CH3:38]CN(C(C)C)C(C)C, predict the reaction product. The product is: [CH2:4]([O:5][C:6](=[O:8])[NH:37][C@H:27]1[C@H:28]([C:30]2[CH:35]=[CH:34][CH:33]=[C:32]([F:36])[CH:31]=2)[CH2:29][N:25]([CH2:18][C:19]2[CH:24]=[CH:23][CH:22]=[CH:21][CH:20]=2)[CH2:26]1)[CH2:3][CH3:38]. (3) The product is: [C:13]1([N:10]2[CH:11]=[CH:12][C:8]([C:7]([OH:1])=[O:19])=[N:9]2)[CH:14]=[CH:15][CH:16]=[CH:17][CH:18]=1. Given the reactants [O-:1][Mn](=O)(=O)=O.[K+].[CH3:7][C:8]1[CH:12]=[CH:11][N:10]([C:13]2[CH:18]=[CH:17][CH:16]=[CH:15][CH:14]=2)[N:9]=1.[OH-:19].[Na+], predict the reaction product. (4) Given the reactants [BH4-].[Na+].C1COCC1.[CH:8]([C:10]1[Se:11][C:12]([C:15]2[Se:16][C:17]([C:20]3[Se:21][C:22]([CH:25]=[O:26])=[CH:23][CH:24]=3)=[CH:18][CH:19]=2)=[CH:13][CH:14]=1)=[O:9], predict the reaction product. The product is: [OH:26][CH2:25][C:22]1[Se:21][C:20]([C:17]2[Se:16][C:15]([C:12]3[Se:11][C:10]([CH2:8][OH:9])=[CH:14][CH:13]=3)=[CH:19][CH:18]=2)=[CH:24][CH:23]=1. (5) The product is: [Cl:1][C:2]1[CH:3]=[C:4]([CH:27]=[CH:28][CH:29]=1)[O:5][CH2:6][CH:7]([F:26])[CH2:8][CH2:9][CH:10]1[CH:17]2[CH:13]([O:14][CH:15]([OH:18])[CH2:16]2)[CH2:12][CH:11]1[O:19][CH:20]1[CH2:25][CH2:24][CH2:23][CH2:22][O:21]1. Given the reactants [Cl:1][C:2]1[CH:3]=[C:4]([CH:27]=[CH:28][CH:29]=1)[O:5][CH2:6][CH:7]([F:26])[CH2:8][CH2:9][CH:10]1[CH:17]2[CH:13]([O:14][C:15](=[O:18])[CH2:16]2)[CH2:12][CH:11]1[O:19][CH:20]1[CH2:25][CH2:24][CH2:23][CH2:22][O:21]1.[H-].C([Al+]CC(C)C)C(C)C, predict the reaction product.